This data is from Experimentally validated miRNA-target interactions with 360,000+ pairs, plus equal number of negative samples. The task is: Binary Classification. Given a miRNA mature sequence and a target amino acid sequence, predict their likelihood of interaction. (1) The miRNA is hsa-miR-744-3p with sequence CUGUUGCCACUAACCUCAACCU. The protein sequence of the target gene is MATFPPATSAPQQPPGPEDEDSSLDESDLYSLAHSYLGGGGRKGRTKREAAANTNRPSPGGHERKLVTKLQNSERKKRGARR. Result: 0 (no interaction). (2) The miRNA is hsa-miR-196a-5p with sequence UAGGUAGUUUCAUGUUGUUGGG. The protein sequence of the target gene is MAAVAVAVREDSGSGMKAELPPGPGAVGREMTKEEKLQLRKEKKQQKKKRKEEKGAEPETGSAVSAAQCQVGPTRELPESGIQLGTPREKVPAGRSKAELRAERRAKQEAERALKQARKGEQGGPPPKASPSTAGETPSGVKRLPEYPQVDDLLLRRLVKKPERQQVPTRKDYGSKVSLFSHLPQYSRQNSLTQFMSIPSSVIHPAMVRLGLQYSQGLVSGSNARCIALLRALQQVIQDYTTPPNEELSRDLVNKLKPYMSFLTQCRPLSASMHNAIKFLNKEITSVGSSKREEEAKSEL.... Result: 1 (interaction). (3) The miRNA is hsa-miR-6510-5p with sequence CAGCAGGGGAGAGAGAGGAGUC. The protein sequence of the target gene is MAAPLELSCWGGGWGLPSVHSESLVVMAYAKFSGAPLKVNVIDNTWRGSRGDVPILTTEDDMVSQPAKILNFLRKQKYNADYELSAKQGADTLAYIALLEEKLLPAVLHTFWVESDNYFTVTKPWFASQIPFPLSLILPGRMSKGALNRILLTRGQPPLYHLREVEAQIYRDAKECLNLLSNRLGTSQFFFGDTPSTLDAYVFGFLAPLYKVRFPKVQLQEHLKQLSNLCRFCDDILSSYFRLSLGGISPAGQETVDANLQKLTQLVNKESNLIEKMDDNLRQSPQLPPRKLPTLKLTPA.... Result: 0 (no interaction). (4) The miRNA is hsa-miR-512-5p with sequence CACUCAGCCUUGAGGGCACUUUC. The protein sequence of the target gene is MDNLSSEEIQQRAHQITDESLESTRRILGLAIESQDAGIKTITMLDEQKEQLNRIEEGLDQINKDMRETEKTLTELNKCCGLCVCPCNRTKNFESGKAYKTTWGDGGENSPCNVVSKQPGPVTNGQLQQPTTGAASGGYIKRITNDAREDEMEENLTQVGSILGNLKDMALNIGNEIDAQNPQIKRITDKADTNRDRIDIANARAKKLIDS. Result: 1 (interaction). (5) The miRNA is hsa-miR-548w with sequence AAAAGUAACUGCGGUUUUUGCCU. The protein sequence of the target gene is MAVFRSGLLVLTTPLASLAPRLASILTSAARLVNHTLYVHLQPGMSLEGPAQPQSSPVQATFEVLDFITHLYAGADVHRHLDVRILLTNIRTKSTFLPPLPTSVQNLAHPPEVVLTDFQTLDGSQYNPVKQQLVRYATSCYSCCPRLASVLLYSDYGIGEVPVEPLDVPLPSTIRPASPVAGSPKQPVRGYYRGAVGGTFDRLHNAHKVLLSVACILAQEQLVVGVADKDLLKSKLLPELLQPYTERVEHLSEFLVDIKPSLTFDVIPLLDPYGPAGSDPSLEFLVVSEETYRGGMAINR.... Result: 0 (no interaction). (6) The miRNA is hsa-miR-1203 with sequence CCCGGAGCCAGGAUGCAGCUC. The protein sequence of the target gene is MALSEPILPSFATFASPCERGLQERWPRNEPEAGGTDEDLNNVLDFILSMGLDGLGAENPPEPPPQPPPPAFYYPEPGAPPPYSIPAASLGTELLRPDLDPPQGPALHGRFLLAPPGRLVKAEPPEVDGGGYGCAPGLAHGPRGLKLEGAPGATGACMRGPAGRPPPPPDTPPLSPDGPLRIPASGPRNPFPPPFGPGPSFGGPGPALHYGPPAPGAFGLFEDAAAAAAALGLAPPATRGLLTPPSSPLELLEAKPKRGRRSWPRKRAATHTCSYTNCGKTYTKSSHLKAHLRTHTGEKP.... Result: 0 (no interaction). (7) The miRNA is hsa-miR-625-5p with sequence AGGGGGAAAGUUCUAUAGUCC. The protein sequence of the target gene is MGVPTALEAGSWRWGSLLFALFLAASLGPVAAFKVATPYSLYVCPEGQNVTLTCRLLGPVDKGHDVTFYKTWYRSSRGEVQTCSERRPIRNLTFQDLHLHHGGHQAANTSHDLAQRHGLESASDHHGNFSITMRNLTLLDSGLYCCLVVEIRHHHSEHRVHGAMELQVQTGKDAPSNCVVYPSSSQDSENITAAALATGACIVGILCLPLILLLVYKQRQAASNRRAQELVRMDSNIQGIENPGFEASPPAQGIPEAKVRHPLSYVAQRQPSESGRHLLSEPSTPLSPPGPGDVFFPSLD.... Result: 1 (interaction). (8) The miRNA is hsa-miR-26a-2-3p with sequence CCUAUUCUUGAUUACUUGUUUC. The protein sequence of the target gene is MAKDFQDIQQLSSEENDHPFHQGEGPGTRRLNPRRGNPFLKGPPPAQPLAQRLCSMVCFSLLALSFNILLLVVICVTGSQSEGHGGAQLQAELRSLKEAFSNFSSSTLTEVQAISTHGGSVGDKITSLGAKLEKQQQDLKADHDALLFHLKHFPVDLRFVACQMELLHSNGSQRTCCPVNWVEHQGSCYWFSHSGKAWAEAEKYCQLENAHLVVINSWEEQKFIVQHTNPFNTWIGLTDSDGSWKWVDGTDYRHNYKNWAVTQPDNWHGHELGGSEDCVEVQPDGRWNDDFCLQVYRWVC.... Result: 0 (no interaction).